Dataset: Forward reaction prediction with 1.9M reactions from USPTO patents (1976-2016). Task: Predict the product of the given reaction. (1) Given the reactants O.NN.[CH3:4][O:5][C:6]1[CH:7]=[C:8]([C:15]([C:17]2[N:21]3[CH:22]=[CH:23][CH:24]=[CH:25][C:20]3=[C:19]([C:26]3[CH:31]=[CH:30][CH:29]=[C:28]([O:32][CH3:33])[CH:27]=3)[N:18]=2)=[O:16])[CH:9]=[CH:10][C:11]=1[N+:12]([O-])=O, predict the reaction product. The product is: [NH2:12][C:11]1[CH:10]=[CH:9][C:8]([C:15]([C:17]2[N:21]3[CH:22]=[CH:23][CH:24]=[CH:25][C:20]3=[C:19]([C:26]3[CH:31]=[CH:30][CH:29]=[C:28]([O:32][CH3:33])[CH:27]=3)[N:18]=2)=[O:16])=[CH:7][C:6]=1[O:5][CH3:4]. (2) Given the reactants [CH2:1]([N:8]([C:22]1[C:27](Br)=[CH:26][C:25]([C:29]([F:32])([F:31])[F:30])=[CH:24][N:23]=1)[S:9]([C:12]1[CH:21]=[CH:20][C:15]([C:16]([O:18]C)=[O:17])=[CH:14][CH:13]=1)(=[O:11])=[O:10])[C:2]1[CH:7]=[CH:6][CH:5]=[CH:4][CH:3]=1.[CH:33]1(B(O)O)[CH2:35][CH2:34]1.C([O-])(O)=O.[Na+].[OH-].[Na+].Cl, predict the reaction product. The product is: [CH2:1]([N:8]([C:22]1[C:27]([CH:33]2[CH2:35][CH2:34]2)=[CH:26][C:25]([C:29]([F:32])([F:30])[F:31])=[CH:24][N:23]=1)[S:9]([C:12]1[CH:13]=[CH:14][C:15]([C:16]([OH:18])=[O:17])=[CH:20][CH:21]=1)(=[O:10])=[O:11])[C:2]1[CH:3]=[CH:4][CH:5]=[CH:6][CH:7]=1. (3) Given the reactants [NH2:1][C:2]1[CH:7]=[CH:6][CH:5]=[CH:4][C:3]=1[C:8]([NH:10][CH2:11][C@H:12]1[C@H:18]([C:19]2[CH:24]=[CH:23][C:22]([Cl:25])=[C:21]([F:26])[CH:20]=2)[O:17][CH2:16][CH2:15][N:14]([C:27]([O:29][C:30]([CH3:33])([CH3:32])[CH3:31])=[O:28])[CH2:13]1)=[O:9].C(N(CC)CC)C.[C:41](=O)(OC(Cl)(Cl)Cl)[O:42]C(Cl)(Cl)Cl.O, predict the reaction product. The product is: [Cl:25][C:22]1[CH:23]=[CH:24][C:19]([C@@H:18]2[O:17][CH2:16][CH2:15][N:14]([C:27]([O:29][C:30]([CH3:33])([CH3:32])[CH3:31])=[O:28])[CH2:13][C@H:12]2[CH2:11][N:10]2[C:8](=[O:9])[C:3]3[C:2](=[CH:7][CH:6]=[CH:5][CH:4]=3)[NH:1][C:41]2=[O:42])=[CH:20][C:21]=1[F:26]. (4) The product is: [C:9]([O:8][C:6]([N:13]1[CH2:18][CH2:17][N:16]([S:2]([CH3:1])(=[O:4])=[O:3])[CH2:15][CH2:14]1)=[O:7])([CH3:12])([CH3:10])[CH3:11]. Given the reactants [CH3:1][S:2](Cl)(=[O:4])=[O:3].[C:6]([N:13]1[CH2:18][CH2:17][NH:16][CH2:15][CH2:14]1)([O:8][C:9]([CH3:12])([CH3:11])[CH3:10])=[O:7].N1C=CC=CC=1, predict the reaction product. (5) Given the reactants Br[C:2]1[CH:7]=[C:6]([CH2:8][N:9]([CH2:18][CH2:19][N:20]([CH2:29][C:30]([O:32][C:33]([CH3:36])([CH3:35])[CH3:34])=[O:31])[CH2:21][C:22]([O:24][C:25]([CH3:28])([CH3:27])[CH3:26])=[O:23])[CH2:10][C:11]([O:13][C:14]([CH3:17])([CH3:16])[CH3:15])=[O:12])[N:5]=[C:4]([CH2:37][N:38]([CH2:47][CH2:48][N:49]([CH2:58][C:59]([O:61][C:62]([CH3:65])([CH3:64])[CH3:63])=[O:60])[CH2:50][C:51]([O:53][C:54]([CH3:57])([CH3:56])[CH3:55])=[O:52])[CH2:39][C:40](=[O:46])[O:41][C:42]([CH3:45])([CH3:44])[CH3:43])[CH:3]=1.[C:66]([C:68]1[CH:74]=[CH:73][C:71]([NH2:72])=[CH:70][CH:69]=1)#[CH:67].CCN(C(C)C)C(C)C, predict the reaction product. The product is: [NH2:72][C:71]1[CH:73]=[CH:74][C:68]([C:66]#[C:67][C:2]2[CH:7]=[C:6]([CH2:8][N:9]([CH2:18][CH2:19][N:20]([CH2:29][C:30]([O:32][C:33]([CH3:34])([CH3:35])[CH3:36])=[O:31])[CH2:21][C:22]([O:24][C:25]([CH3:26])([CH3:27])[CH3:28])=[O:23])[CH2:10][C:11]([O:13][C:14]([CH3:17])([CH3:16])[CH3:15])=[O:12])[N:5]=[C:4]([CH2:37][N:38]([CH2:47][CH2:48][N:49]([CH2:50][C:51]([O:53][C:54]([CH3:57])([CH3:56])[CH3:55])=[O:52])[CH2:58][C:59]([O:61][C:62]([CH3:65])([CH3:64])[CH3:63])=[O:60])[CH2:39][C:40](=[O:46])[O:41][C:42]([CH3:44])([CH3:45])[CH3:43])[CH:3]=2)=[CH:69][CH:70]=1. (6) Given the reactants [OH:1][C:2]1[CH:3]=[CH:4][C:5]2[N:27]([CH:28]=1)[C:8]1[N:9]([C:18]3[CH:23]=[CH:22][C:21]([N+:24]([O-:26])=[O:25])=[CH:20][CH:19]=3)[C:10](=[O:17])[C:11]3[C:16]([C:7]=1[N:6]=2)=[CH:15][CH:14]=[CH:13][CH:12]=3.[C:29]([O:32][CH2:33][CH2:34]Br)(=[O:31])[CH3:30].C([O-])([O-])=O.[K+].[K+].O, predict the reaction product. The product is: [N+:24]([C:21]1[CH:22]=[CH:23][C:18]([N:9]2[C:8]3[N:27]4[CH:28]=[C:2]([O:1][CH2:34][CH2:33][O:32][C:29](=[O:31])[CH3:30])[CH:3]=[CH:4][C:5]4=[N:6][C:7]=3[C:16]3[C:11](=[CH:12][CH:13]=[CH:14][CH:15]=3)[C:10]2=[O:17])=[CH:19][CH:20]=1)([O-:26])=[O:25]. (7) Given the reactants [CH3:1][O:2][C:3](=[O:34])[CH2:4][C:5]1[CH:10]=[CH:9][C:8]([CH2:11][N:12]2[CH:16]=[C:15]([C:17]3[CH:22]=[CH:21][C:20]([Cl:23])=[CH:19][C:18]=3[Cl:24])[N:14]=[C:13]2/[CH:25]=[CH:26]/[C:27]2[CH:32]=[CH:31][C:30](Br)=[CH:29][CH:28]=2)=[CH:7][CH:6]=1.[F:35][C:36]([F:47])([F:46])[C:37]1[CH:38]=[C:39](B(O)O)[CH:40]=[CH:41][CH:42]=1, predict the reaction product. The product is: [CH3:1][O:2][C:3](=[O:34])[CH2:4][C:5]1[CH:10]=[CH:9][C:8]([CH2:11][N:12]2[CH:16]=[C:15]([C:17]3[CH:22]=[CH:21][C:20]([Cl:23])=[CH:19][C:18]=3[Cl:24])[N:14]=[C:13]2/[CH:25]=[CH:26]/[C:27]2[CH:32]=[CH:31][C:30]([C:41]3[CH:40]=[CH:39][CH:38]=[C:37]([C:36]([F:47])([F:46])[F:35])[CH:42]=3)=[CH:29][CH:28]=2)=[CH:7][CH:6]=1. (8) Given the reactants [F:1][C:2]1[CH:7]=[C:6]([O:8][CH2:9][CH:10]2[CH2:15][CH2:14][N:13]([CH2:16][C:17]([F:20])([CH3:19])[CH3:18])[CH2:12][CH2:11]2)[CH:5]=[CH:4][C:3]=1[C:21]1[N:22]=[CH:23][C:24]([C:27]([O:29]C)=[O:28])=[N:25][CH:26]=1.O[Li].O, predict the reaction product. The product is: [F:1][C:2]1[CH:7]=[C:6]([O:8][CH2:9][CH:10]2[CH2:15][CH2:14][N:13]([CH2:16][C:17]([F:20])([CH3:19])[CH3:18])[CH2:12][CH2:11]2)[CH:5]=[CH:4][C:3]=1[C:21]1[N:22]=[CH:23][C:24]([C:27]([OH:29])=[O:28])=[N:25][CH:26]=1.